This data is from Forward reaction prediction with 1.9M reactions from USPTO patents (1976-2016). The task is: Predict the product of the given reaction. (1) Given the reactants O=[C:2]1[CH2:6][O:5][CH2:4][CH:3]1[C:7]([O:9]C)=O.[NH2:11][C:12]([NH2:14])=[O:13].Cl, predict the reaction product. The product is: [NH:11]1[C:2]2[CH2:6][O:5][CH2:4][C:3]=2[C:7](=[O:9])[NH:14][C:12]1=[O:13]. (2) Given the reactants [Cl:1][C:2]1[C:7]([CH3:8])=[CH:6][CH:5]=[C:4]([F:9])[C:3]=1[CH2:10][C:11](O)=O.[C:14]1([NH:20][C:21](=[S:24])[NH:22][NH2:23])[CH:19]=[CH:18][CH:17]=[CH:16][CH:15]=1, predict the reaction product. The product is: [Cl:1][C:2]1[C:7]([CH3:8])=[CH:6][CH:5]=[C:4]([F:9])[C:3]=1[CH2:10][C:11]1[N:20]([C:14]2[CH:15]=[CH:16][CH:17]=[CH:18][CH:19]=2)[C:21](=[S:24])[NH:22][N:23]=1.